From a dataset of NCI-60 drug combinations with 297,098 pairs across 59 cell lines. Regression. Given two drug SMILES strings and cell line genomic features, predict the synergy score measuring deviation from expected non-interaction effect. (1) Drug 1: C1CN1P(=S)(N2CC2)N3CC3. Drug 2: C1CCC(C(C1)N)N.C(=O)(C(=O)[O-])[O-].[Pt+4]. Cell line: 786-0. Synergy scores: CSS=27.9, Synergy_ZIP=-7.11, Synergy_Bliss=-2.18, Synergy_Loewe=-5.90, Synergy_HSA=1.24. (2) Cell line: HCT116. Drug 2: CC1=C(N=C(N=C1N)C(CC(=O)N)NCC(C(=O)N)N)C(=O)NC(C(C2=CN=CN2)OC3C(C(C(C(O3)CO)O)O)OC4C(C(C(C(O4)CO)O)OC(=O)N)O)C(=O)NC(C)C(C(C)C(=O)NC(C(C)O)C(=O)NCCC5=NC(=CS5)C6=NC(=CS6)C(=O)NCCC[S+](C)C)O. Synergy scores: CSS=41.1, Synergy_ZIP=3.21, Synergy_Bliss=2.92, Synergy_Loewe=-17.3, Synergy_HSA=-0.0167. Drug 1: CC1=CC=C(C=C1)C2=CC(=NN2C3=CC=C(C=C3)S(=O)(=O)N)C(F)(F)F. (3) Drug 1: CNC(=O)C1=NC=CC(=C1)OC2=CC=C(C=C2)NC(=O)NC3=CC(=C(C=C3)Cl)C(F)(F)F. Drug 2: C(CCl)NC(=O)N(CCCl)N=O. Cell line: HL-60(TB). Synergy scores: CSS=7.64, Synergy_ZIP=-1.89, Synergy_Bliss=-2.05, Synergy_Loewe=4.17, Synergy_HSA=1.08. (4) Drug 1: C1=CN(C=N1)CC(O)(P(=O)(O)O)P(=O)(O)O. Drug 2: CN(C(=O)NC(C=O)C(C(C(CO)O)O)O)N=O. Cell line: OVCAR-4. Synergy scores: CSS=-3.59, Synergy_ZIP=2.17, Synergy_Bliss=0.294, Synergy_Loewe=-3.80, Synergy_HSA=-3.79. (5) Drug 1: CC1OCC2C(O1)C(C(C(O2)OC3C4COC(=O)C4C(C5=CC6=C(C=C35)OCO6)C7=CC(=C(C(=C7)OC)O)OC)O)O. Drug 2: C1CCC(C(C1)N)N.C(=O)(C(=O)[O-])[O-].[Pt+4]. Cell line: NCI-H522. Synergy scores: CSS=32.2, Synergy_ZIP=-10.1, Synergy_Bliss=-1.27, Synergy_Loewe=1.32, Synergy_HSA=2.74. (6) Drug 1: C1=CC(=C2C(=C1NCCNCCO)C(=O)C3=C(C=CC(=C3C2=O)O)O)NCCNCCO. Drug 2: C1CNP(=O)(OC1)N(CCCl)CCCl. Cell line: SNB-19. Synergy scores: CSS=49.4, Synergy_ZIP=6.71, Synergy_Bliss=3.68, Synergy_Loewe=-36.5, Synergy_HSA=3.90. (7) Drug 1: CN(C)C1=NC(=NC(=N1)N(C)C)N(C)C. Drug 2: CCC1(C2=C(COC1=O)C(=O)N3CC4=CC5=C(C=CC(=C5CN(C)C)O)N=C4C3=C2)O.Cl. Cell line: COLO 205. Synergy scores: CSS=13.8, Synergy_ZIP=-1.63, Synergy_Bliss=-3.52, Synergy_Loewe=-47.1, Synergy_HSA=-8.95. (8) Drug 1: CC(C)(C#N)C1=CC(=CC(=C1)CN2C=NC=N2)C(C)(C)C#N. Drug 2: C1C(C(OC1N2C=NC(=NC2=O)N)CO)O. Cell line: SF-268. Synergy scores: CSS=2.22, Synergy_ZIP=0.0406, Synergy_Bliss=0.561, Synergy_Loewe=1.11, Synergy_HSA=-0.548. (9) Drug 1: CC12CCC(CC1=CCC3C2CCC4(C3CC=C4C5=CN=CC=C5)C)O. Drug 2: C1C(C(OC1N2C=NC(=NC2=O)N)CO)O. Cell line: NCI-H226. Synergy scores: CSS=0.0440, Synergy_ZIP=0.659, Synergy_Bliss=0.0782, Synergy_Loewe=-4.19, Synergy_HSA=-3.90.